Dataset: TCR-epitope binding with 47,182 pairs between 192 epitopes and 23,139 TCRs. Task: Binary Classification. Given a T-cell receptor sequence (or CDR3 region) and an epitope sequence, predict whether binding occurs between them. The epitope is KLPDDFTGCV. The TCR CDR3 sequence is CASSLGQGLLYGYTF. Result: 0 (the TCR does not bind to the epitope).